This data is from Reaction yield outcomes from USPTO patents with 853,638 reactions. The task is: Predict the reaction yield, written as a fraction of the theoretical maximum amount of product (1.0 means a 100% yield; for example, 0.34 means a 34% yield). The reactants are [O:1]1[CH2:5][CH2:4][CH2:3][CH2:2]1.B.CC(=C(C)C)C.C=C1C[C@@H:17]2[CH2:18][N:19]([C:21]([O:23][C:24]([CH3:27])([CH3:26])[CH3:25])=[O:22])[CH2:20][C@@H:16]2C1.[OH-].[Na+].OO. The catalyst is O1CCCC1. The product is [OH:1][CH2:5][CH:4]1[CH2:16][C@@H:17]2[CH2:18][N:19]([C:21]([O:23][C:24]([CH3:27])([CH3:26])[CH3:25])=[O:22])[CH2:20][C@@H:2]2[CH2:3]1. The yield is 0.950.